From a dataset of NCI-60 drug combinations with 297,098 pairs across 59 cell lines. Regression. Given two drug SMILES strings and cell line genomic features, predict the synergy score measuring deviation from expected non-interaction effect. (1) Drug 1: C1=CC(=CC=C1CCC2=CNC3=C2C(=O)NC(=N3)N)C(=O)NC(CCC(=O)O)C(=O)O. Drug 2: CC(C)CN1C=NC2=C1C3=CC=CC=C3N=C2N. Cell line: MALME-3M. Synergy scores: CSS=10.7, Synergy_ZIP=-3.19, Synergy_Bliss=0.130, Synergy_Loewe=-3.88, Synergy_HSA=-1.26. (2) Cell line: A549. Drug 2: C1CN(P(=O)(OC1)NCCCl)CCCl. Drug 1: C#CCC(CC1=CN=C2C(=N1)C(=NC(=N2)N)N)C3=CC=C(C=C3)C(=O)NC(CCC(=O)O)C(=O)O. Synergy scores: CSS=-4.02, Synergy_ZIP=1.31, Synergy_Bliss=-2.61, Synergy_Loewe=-2.24, Synergy_HSA=-6.05. (3) Drug 1: CC1=C(C=C(C=C1)NC2=NC=CC(=N2)N(C)C3=CC4=NN(C(=C4C=C3)C)C)S(=O)(=O)N.Cl. Drug 2: CC1=C(C(CCC1)(C)C)C=CC(=CC=CC(=CC(=O)O)C)C. Cell line: OVCAR-4. Synergy scores: CSS=0.803, Synergy_ZIP=0.0507, Synergy_Bliss=-0.949, Synergy_Loewe=-2.48, Synergy_HSA=-2.75. (4) Synergy scores: CSS=30.2, Synergy_ZIP=0.135, Synergy_Bliss=1.25, Synergy_Loewe=-3.52, Synergy_HSA=4.14. Cell line: HS 578T. Drug 2: CN1C2=C(C=C(C=C2)N(CCCl)CCCl)N=C1CCCC(=O)O.Cl. Drug 1: CC1OCC2C(O1)C(C(C(O2)OC3C4COC(=O)C4C(C5=CC6=C(C=C35)OCO6)C7=CC(=C(C(=C7)OC)O)OC)O)O.